Dataset: Forward reaction prediction with 1.9M reactions from USPTO patents (1976-2016). Task: Predict the product of the given reaction. (1) Given the reactants C1(COC(=O)[NH:10][CH2:11][C@@H:12]2[CH2:16][CH2:15][N:14]([CH2:17][C@@H:18]([C:20]3[C:29]4[C:24](=[CH:25][CH:26]=[C:27]([O:30][CH3:31])[N:28]=4)[N:23]=[CH:22][C:21]=3[F:32])[OH:19])[CH2:13]2)C=CC=CC=1, predict the reaction product. The product is: [NH2:10][CH2:11][C@@H:12]1[CH2:16][CH2:15][N:14]([CH2:17][C@@H:18]([C:20]2[C:29]3[C:24](=[CH:25][CH:26]=[C:27]([O:30][CH3:31])[N:28]=3)[N:23]=[CH:22][C:21]=2[F:32])[OH:19])[CH2:13]1. (2) The product is: [CH3:1][C:2]1[N:6]=[C:5]([CH3:7])[N:4]([C:8]2[C:12]([CH3:13])=[N:11][N:10]3[C:16]([C:18]4[CH:23]=[CH:22][C:21]([O:24][CH3:25])=[CH:20][C:19]=4[CH3:26])=[C:15]([CH3:27])[O:14][C:9]=23)[N:3]=1. Given the reactants [CH3:1][C:2]1[N:6]=[C:5]([CH3:7])[N:4]([C:8]2[C:12]([CH3:13])=[N:11][NH:10][C:9]=2[O:14][CH:15]([CH3:27])[C:16]([C:18]2[CH:23]=[CH:22][C:21]([O:24][CH3:25])=[CH:20][C:19]=2[CH3:26])=O)[N:3]=1, predict the reaction product. (3) Given the reactants [H-].[Na+].[CH2:3](Cl)[C:4]1[CH:9]=[CH:8][CH:7]=[CH:6][CH:5]=1.[Cl-].[NH4+:12].O.[CH3:14][N:15]([CH:17]=[O:18])C, predict the reaction product. The product is: [CH2:3]([N:15]1[CH:14]=[CH:3][C:4]2[C:5](=[CH:6][N:12]=[CH:8][CH:9]=2)[C:17]1=[O:18])[C:4]1[CH:9]=[CH:8][CH:7]=[CH:6][CH:5]=1. (4) Given the reactants C([O:8][C:9]1[C:10]2[N:11]([C:16]([C:20]([NH:22][CH2:23][C:24]([NH:29][C:30](=[O:36])[O:31][C:32]([CH3:35])([CH3:34])[CH3:33])([CH3:28])[CH2:25][CH2:26][CH3:27])=[O:21])=[C:17]([CH3:19])[N:18]=2)[CH:12]=[C:13]([CH3:15])[CH:14]=1)C1C=CC=CC=1, predict the reaction product. The product is: [OH:8][C:9]1[C:10]2[N:11]([C:16]([C:20]([NH:22][CH2:23][C:24]([NH:29][C:30](=[O:36])[O:31][C:32]([CH3:35])([CH3:34])[CH3:33])([CH3:28])[CH2:25][CH2:26][CH3:27])=[O:21])=[C:17]([CH3:19])[N:18]=2)[CH:12]=[C:13]([CH3:15])[CH:14]=1. (5) The product is: [F:20][C:14]1[CH:15]=[C:16]([F:19])[CH:17]=[CH:18][C:13]=1[N:12]1[CH:8]([C:5]2[CH:6]=[CH:7][C:2]([N:41]3[CH2:40][CH2:39][N:38]([C:31]([O:33][C:34]([CH3:37])([CH3:36])[CH3:35])=[O:32])[CH2:43][CH2:42]3)=[CH:3][CH:4]=2)[CH2:9][C:10]([C:21]([C:23]([F:24])([F:26])[F:25])([C:27]([F:29])([F:28])[F:30])[OH:22])=[N:11]1. Given the reactants Br[C:2]1[CH:7]=[CH:6][C:5]([CH:8]2[N:12]([C:13]3[CH:18]=[CH:17][C:16]([F:19])=[CH:15][C:14]=3[F:20])[N:11]=[C:10]([C:21]([C:27]([F:30])([F:29])[F:28])([C:23]([F:26])([F:25])[F:24])[OH:22])[CH2:9]2)=[CH:4][CH:3]=1.[C:31]([N:38]1[CH2:43][CH2:42][NH:41][CH2:40][CH2:39]1)([O:33][C:34]([CH3:37])([CH3:36])[CH3:35])=[O:32].C1C=CC(P(C2C(C3C(P(C4C=CC=CC=4)C4C=CC=CC=4)=CC=C4C=3C=CC=C4)=C3C(C=CC=C3)=CC=2)C2C=CC=CC=2)=CC=1.CC(C)([O-])C.[Na+], predict the reaction product. (6) Given the reactants [H-].[H-].[H-].[H-].[Li+].[Al+3].[F:7][C:8]1[CH:13]=[CH:12][C:11]([C:14]2[N:15]=[C:16](/[CH:24]=[CH:25]/[C:26]3[CH:31]=[CH:30][C:29]([N:32]4[CH:36]=[C:35]([CH3:37])[N:34]=[CH:33]4)=[C:28]([O:38][CH3:39])[CH:27]=3)[N:17]3[CH2:22][CH2:21][O:20][C:19](=[O:23])[C:18]=23)=[CH:10][CH:9]=1.O.[OH-].[Na+].[CH2:43]1COCC1, predict the reaction product. The product is: [F:7][C:8]1[CH:9]=[CH:10][C:11]([C:14]2[N:15]=[C:16](/[CH:24]=[CH:25]/[C:26]3[CH:31]=[CH:30][C:29]([N:32]4[CH:36]=[C:35]([CH3:37])[N:34]=[CH:33]4)=[C:28]([O:38][CH3:39])[CH:27]=3)[N:17]3[CH2:22][CH2:21][O:20][CH2:19][C:18]=23)=[CH:12][CH:13]=1.[F:7][C:8]1[CH:9]=[CH:10][C:11]([C:14]2[N:15]=[C:16](/[CH:24]=[CH:25]/[C:26]3[CH:31]=[CH:30][C:29]([N:32]4[CH:36]=[C:35]([CH3:37])[N:34]=[CH:33]4)=[C:28]([O:38][CH3:39])[CH:27]=3)[N:17]([CH2:22][CH2:21][OH:20])[C:18]=2[CH2:19][O:23][CH3:43])=[CH:12][CH:13]=1. (7) Given the reactants [Cl:1][C:2]1[CH:10]=[CH:9][C:8]([N:11]([CH3:13])[CH3:12])=[CH:7][C:3]=1[C:4]([OH:6])=O.[CH:14]1([CH2:17][CH2:18][NH:19][C:20]([C:22]2[N:23]=[N:24][C:25]([N:28]3[CH2:33][CH2:32][NH:31][CH2:30][CH2:29]3)=[CH:26][CH:27]=2)=[O:21])[CH2:16][CH2:15]1, predict the reaction product. The product is: [CH:14]1([CH2:17][CH2:18][NH:19][C:20]([C:22]2[N:23]=[N:24][C:25]([N:28]3[CH2:33][CH2:32][N:31]([C:4](=[O:6])[C:3]4[CH:7]=[C:8]([N:11]([CH3:13])[CH3:12])[CH:9]=[CH:10][C:2]=4[Cl:1])[CH2:30][CH2:29]3)=[CH:26][CH:27]=2)=[O:21])[CH2:16][CH2:15]1. (8) Given the reactants Br[CH2:2][C:3]1[C:8]([I:9])=[CH:7][CH:6]=[CH:5][C:4]=1[Cl:10].[C-:11]#[N:12].[K+], predict the reaction product. The product is: [Cl:10][C:4]1[CH:5]=[CH:6][CH:7]=[C:8]([I:9])[C:3]=1[CH2:2][C:11]#[N:12].